From a dataset of Peptide-MHC class II binding affinity with 134,281 pairs from IEDB. Regression. Given a peptide amino acid sequence and an MHC pseudo amino acid sequence, predict their binding affinity value. This is MHC class II binding data. (1) The binding affinity (normalized) is 0. The peptide sequence is KTDCTKEVEEAWASA. The MHC is DRB3_0202 with pseudo-sequence DRB3_0202. (2) The peptide sequence is SDAKTLVLNIKYTRP. The MHC is HLA-DQA10102-DQB10602 with pseudo-sequence HLA-DQA10102-DQB10602. The binding affinity (normalized) is 0.0514. (3) The peptide sequence is QRAAEPWRDDQRSRS. The MHC is DRB1_1302 with pseudo-sequence DRB1_1302. The binding affinity (normalized) is 0.0596. (4) The peptide sequence is YKALPVVLENARILK. The MHC is DRB3_0101 with pseudo-sequence DRB3_0101. The binding affinity (normalized) is 0.597.